Dataset: Full USPTO retrosynthesis dataset with 1.9M reactions from patents (1976-2016). Task: Predict the reactants needed to synthesize the given product. (1) Given the product [CH3:1][O:2][C:3](=[O:7])[C@H:4]([NH:6][C:11]1[CH:12]=[C:13]([CH3:16])[C:14]([F:15])=[C:9]([CH3:8])[CH:10]=1)[CH3:5], predict the reactants needed to synthesize it. The reactants are: [CH3:1][O:2][C:3](=[O:7])[C@H:4]([NH2:6])[CH3:5].[CH3:8][C:9]1[CH:10]=[C:11](B(O)O)[CH:12]=[C:13]([CH3:16])[C:14]=1[F:15].C(N(CC)CC)C. (2) Given the product [CH3:20][O:19][C:17]([NH:1][C@@H:2]([CH:6]([CH3:8])[CH3:7])[C:3]([OH:5])=[O:4])=[O:18], predict the reactants needed to synthesize it. The reactants are: [NH2:1][C@@H:2]([CH:6]([CH3:8])[CH3:7])[C:3]([OH:5])=[O:4].[OH-].[Na+].C([O-])(O)=O.[Na+].Cl[C:17]([O:19][CH3:20])=[O:18].Cl. (3) Given the product [F:1][C:2]1[CH:7]=[CH:6][CH:5]=[CH:4][C:3]=1[S:8][C:10]1[CH:15]=[CH:14][CH:13]=[CH:12][C:11]=1[N+:16]([O-:18])=[O:17].[F:19][C:20]1[CH:25]=[CH:24][CH:23]=[CH:22][C:21]=1[S:26][C:27]1[CH:33]=[CH:32][CH:31]=[CH:30][C:28]=1[NH:29][C:38]([NH:39][C:35]1[S:8][CH:3]=[CH:2][N:34]=1)=[O:17], predict the reactants needed to synthesize it. The reactants are: [F:1][C:2]1[CH:7]=[CH:6][CH:5]=[CH:4][C:3]=1[SH:8].F[C:10]1[CH:15]=[CH:14][CH:13]=[CH:12][C:11]=1[N+:16]([O-:18])=[O:17].[F:19][C:20]1[CH:25]=[CH:24][CH:23]=[CH:22][C:21]=1[S:26][C:27]1[CH:33]=[CH:32][CH:31]=[CH:30][C:28]=1[NH2:29].[NH2:34][C:35]1SC=[CH:38][N:39]=1. (4) Given the product [Cl:1][C:2]1[CH:7]=[CH:6][C:5]([CH:8]([C:20]2[CH:21]=[CH:22][CH:23]=[CH:24][CH:25]=2)[NH:9][C:10](=[O:19])[CH2:11][C:12]2[CH:17]=[CH:16][C:15]([O:18][CH2:29][C:30]3[CH:34]=[C:33]([CH3:35])[O:32][N:31]=3)=[CH:14][CH:13]=2)=[CH:4][CH:3]=1, predict the reactants needed to synthesize it. The reactants are: [Cl:1][C:2]1[CH:7]=[CH:6][C:5]([CH:8]([C:20]2[CH:25]=[CH:24][CH:23]=[CH:22][CH:21]=2)[NH:9][C:10](=[O:19])[CH2:11][C:12]2[CH:17]=[CH:16][C:15]([OH:18])=[CH:14][CH:13]=2)=[CH:4][CH:3]=1.[H-].[Na+].Cl[CH2:29][C:30]1[CH:34]=[C:33]([CH3:35])[O:32][N:31]=1.